From a dataset of Forward reaction prediction with 1.9M reactions from USPTO patents (1976-2016). Predict the product of the given reaction. (1) Given the reactants [C:1]([CH:3]1[CH2:8][CH2:7][N:6]([C:9]([N:11]2[CH2:16][CH:15]([C:17]3[CH:22]=[CH:21][C:20]([C:23]([F:26])([F:25])[F:24])=[CH:19][CH:18]=3)[CH2:14][CH:13]([C:27]([OH:29])=O)[CH2:12]2)=[O:10])[CH2:5][CH2:4]1)#[N:2].[F:30][C:31]1[CH:36]=[CH:35][C:34]([F:37])=[CH:33][C:32]=1[C:38](=[N:40]O)[NH2:39], predict the reaction product. The product is: [F:30][C:31]1[CH:36]=[CH:35][C:34]([F:37])=[CH:33][C:32]=1[C:38]1[N:40]=[C:27]([CH:13]2[CH2:14][CH:15]([C:17]3[CH:22]=[CH:21][C:20]([C:23]([F:26])([F:25])[F:24])=[CH:19][CH:18]=3)[CH2:16][N:11]([C:9]([N:6]3[CH2:5][CH2:4][CH:3]([C:1]#[N:2])[CH2:8][CH2:7]3)=[O:10])[CH2:12]2)[O:29][N:39]=1. (2) Given the reactants [Br:1][C:2]1[CH:7]=[CH:6][C:5]([OH:8])=[CH:4][C:3]=1[Cl:9].C(N(CC)CC)C.[F:17][C:18]1[CH:23]=[CH:22][C:21](B(O)O)=[CH:20][CH:19]=1, predict the reaction product. The product is: [Br:1][C:2]1[CH:7]=[CH:6][C:5]([O:8][C:21]2[CH:22]=[CH:23][C:18]([F:17])=[CH:19][CH:20]=2)=[CH:4][C:3]=1[Cl:9]. (3) Given the reactants C[O:2][C:3]1[CH:26]=[C:25]([O:27]C)[CH:24]=[CH:23][C:4]=1[CH2:5][C:6]1[N:15]2[N:16]=[C:17]([NH2:19])[N:18]=[C:14]2[C:13]2[CH:12]=[CH:11][C:10]([N+]([O-])=O)=[CH:9][C:8]=2[N:7]=1.COC1C=C(C=C(OC)C=1)CC1N2N=C(N)N=C2C2C=CC=CC=2N=1, predict the reaction product. The product is: [NH2:19][C:17]1[N:18]=[C:14]2[N:15]([C:6]([CH2:5][C:4]3[CH:23]=[CH:24][C:25]([OH:27])=[CH:26][C:3]=3[OH:2])=[N:7][C:8]3[CH:9]=[CH:10][CH:11]=[CH:12][C:13]=32)[N:16]=1. (4) Given the reactants [CH:1]1([C:4]2[C:5]([NH:24][S:25]([CH3:28])(=[O:27])=[O:26])=[CH:6][C:7]3[O:11][C:10]([C:12]4[CH:17]=[CH:16][C:15]([F:18])=[CH:14][CH:13]=4)=[C:9]([C:19]([NH:21][CH3:22])=[O:20])[C:8]=3[CH:23]=2)[CH2:3][CH2:2]1.F[C:30]1[CH:35]=[CH:34][C:33]([N+:36]([O-:38])=[O:37])=[CH:32][C:31]=1[F:39].C(=O)([O-])[O-].[K+].[K+], predict the reaction product. The product is: [CH:1]1([C:4]2[C:5]([N:24]([C:30]3[CH:35]=[CH:34][C:33]([N+:36]([O-:38])=[O:37])=[CH:32][C:31]=3[F:39])[S:25]([CH3:28])(=[O:27])=[O:26])=[CH:6][C:7]3[O:11][C:10]([C:12]4[CH:17]=[CH:16][C:15]([F:18])=[CH:14][CH:13]=4)=[C:9]([C:19]([NH:21][CH3:22])=[O:20])[C:8]=3[CH:23]=2)[CH2:3][CH2:2]1.